From a dataset of Peptide-MHC class I binding affinity with 185,985 pairs from IEDB/IMGT. Regression. Given a peptide amino acid sequence and an MHC pseudo amino acid sequence, predict their binding affinity value. This is MHC class I binding data. (1) The peptide sequence is WTIGYDTIY. The MHC is HLA-A03:01 with pseudo-sequence HLA-A03:01. The binding affinity (normalized) is 0.0847. (2) The peptide sequence is THEANTMAM. The MHC is HLA-A02:11 with pseudo-sequence HLA-A02:11. The binding affinity (normalized) is 0.0847. (3) The peptide sequence is KFLTNKLLL. The MHC is HLA-A23:01 with pseudo-sequence HLA-A23:01. The binding affinity (normalized) is 0.451. (4) The peptide sequence is RMFLAMITY. The MHC is HLA-B27:05 with pseudo-sequence HLA-B27:05. The binding affinity (normalized) is 0.320. (5) The peptide sequence is ETQTSTWFGF. The MHC is Mamu-A02 with pseudo-sequence Mamu-A02. The binding affinity (normalized) is 0.168. (6) The peptide sequence is RPAIVVPAF. The MHC is HLA-B48:01 with pseudo-sequence HLA-B48:01. The binding affinity (normalized) is 0.0847.